This data is from Full USPTO retrosynthesis dataset with 1.9M reactions from patents (1976-2016). The task is: Predict the reactants needed to synthesize the given product. (1) Given the product [ClH:23].[Cl:23][C:20]1[CH:19]=[CH:18][C:17]([S:14]([N:11]2[CH2:12][CH2:13][NH:8][CH:9]([C:24]([N:26]3[CH2:27][CH2:28][N:29]([C:32]4[CH:37]=[C:36]([CH3:38])[CH:35]=[CH:34][C:33]=4[CH3:39])[CH2:30][CH2:31]3)=[O:25])[CH2:10]2)(=[O:15])=[O:16])=[CH:22][CH:21]=1, predict the reactants needed to synthesize it. The reactants are: C(OC([N:8]1[CH2:13][CH2:12][N:11]([S:14]([C:17]2[CH:22]=[CH:21][C:20]([Cl:23])=[CH:19][CH:18]=2)(=[O:16])=[O:15])[CH2:10][CH:9]1[C:24]([N:26]1[CH2:31][CH2:30][N:29]([C:32]2[CH:37]=[C:36]([CH3:38])[CH:35]=[CH:34][C:33]=2[CH3:39])[CH2:28][CH2:27]1)=[O:25])=O)(C)(C)C.Cl. (2) Given the product [Cl:12][C:7]1[C:6]2[CH2:13][NH:17][C:4](=[O:3])[C:5]=2[CH:10]=[C:9]([Cl:11])[N:8]=1, predict the reactants needed to synthesize it. The reactants are: C([O:3][C:4](=O)[C:5]1[CH:10]=[C:9]([Cl:11])[N:8]=[C:7]([Cl:12])[C:6]=1[CH2:13]Br)C.[OH-].[NH4+:17]. (3) The reactants are: [Cl:1][C:2]1[CH:3]=[C:4]([CH:15]=[CH:16][C:17]=1[Cl:18])[CH2:5][C:6]1[NH:10][C:9]2[CH:11]=[CH:12][CH:13]=[CH:14][C:8]=2[N:7]=1.[H-].[Na+].Br[CH2:22][C:23]([O:25][CH3:26])=[O:24]. Given the product [Cl:1][C:2]1[CH:3]=[C:4]([CH:15]=[CH:16][C:17]=1[Cl:18])[CH2:5][C:6]1[N:7]([CH2:22][C:23]([O:25][CH3:26])=[O:24])[C:8]2[CH:14]=[CH:13][CH:12]=[CH:11][C:9]=2[N:10]=1, predict the reactants needed to synthesize it. (4) Given the product [C:6]([NH:5][C@H:4]([CH:3]=[O:2])[CH2:9][C:10]1[CH:15]=[CH:14][CH:13]=[CH:12][CH:11]=1)(=[O:8])[CH3:7], predict the reactants needed to synthesize it. The reactants are: C[O:2][C:3](=O)[C@H:4]([CH2:9][C:10]1[CH:15]=[CH:14][CH:13]=[CH:12][CH:11]=1)[NH:5][C:6](=[O:8])[CH3:7].[H-].C([Al+]CC(C)C)C(C)C. (5) Given the product [CH3:21][CH:15]1[N:14]([C:12](=[O:13])[C:7]2[CH:8]=[CH:9][CH:10]=[CH:11][C:6]=2[N:2]2[N:3]=[CH:4][CH:5]=[N:1]2)[CH2:19][CH:18]([O:20][C:25]2[CH:26]=[C:27]([CH:34]=[CH:35][N:36]=2)[C:28]([OH:37])=[O:29])[CH2:17][CH2:16]1, predict the reactants needed to synthesize it. The reactants are: [N:1]1[N:2]([C:6]2[CH:11]=[CH:10][CH:9]=[CH:8][C:7]=2[C:12]([N:14]2[CH2:19][C@H:18]([OH:20])[CH2:17][CH2:16][C@H:15]2[CH3:21])=[O:13])[N:3]=[CH:4][CH:5]=1.[H-].[Na+].F[C:25]1[CH:26]=[C:27]([CH:34]=[CH:35][N:36]=1)[C:28](N(OC)C)=[O:29].[OH2:37]. (6) Given the product [C:13]([C:2]1[CH:3]=[C:4]([CH:8]2[O:12][CH2:11][CH2:10][O:9]2)[CH:5]=[CH:6][CH:7]=1)([CH3:15])=[CH2:14], predict the reactants needed to synthesize it. The reactants are: Br[C:2]1[CH:3]=[C:4]([CH:8]2[O:12][CH2:11][CH2:10][O:9]2)[CH:5]=[CH:6][CH:7]=1.[C:13](B1OC(C)(C)C(C)(C)O1)([CH3:15])=[CH2:14].C(=O)([O-])[O-].[Na+].[Na+].O. (7) Given the product [Br:7][C:5]1[CH:6]=[C:2]([C:13]2[CH:18]=[CH:17][CH:16]=[CH:15][N:14]=2)[S:3][CH:4]=1, predict the reactants needed to synthesize it. The reactants are: Br[C:2]1[S:3][CH:4]=[C:5]([Br:7])[CH:6]=1.C([Sn](CCCC)(CCCC)[C:13]1[CH:18]=[CH:17][CH:16]=[CH:15][N:14]=1)CCC.